Dataset: Catalyst prediction with 721,799 reactions and 888 catalyst types from USPTO. Task: Predict which catalyst facilitates the given reaction. (1) Reactant: [CH3:1][C:2]1[CH:7]=[C:6]([CH3:8])[N:5]=[C:4]([N:9]2[CH2:16][CH2:15][C@H:14]3[C@H:11]([NH:12][CH2:13]3)[CH2:10]2)[N:3]=1.[F:17][C:18]1[C:19]([C:27]2[N:32]=[CH:31][CH:30]=[CH:29][N:28]=2)=[C:20]([CH:24]=[CH:25][CH:26]=1)[C:21](O)=[O:22].CN(C(ON1N=NC2C=CC=NC1=2)=[N+](C)C)C.F[P-](F)(F)(F)(F)F. Product: [CH3:8][C:6]1[CH:7]=[C:2]([CH3:1])[N:3]=[C:4]([N:9]2[CH2:16][CH2:15][C@H:14]3[C@H:11]([N:12]([C:21]([C:20]4[CH:24]=[CH:25][CH:26]=[C:18]([F:17])[C:19]=4[C:27]4[N:28]=[CH:29][CH:30]=[CH:31][N:32]=4)=[O:22])[CH2:13]3)[CH2:10]2)[N:5]=1. The catalyst class is: 3. (2) Reactant: [F:1][C:2]1[CH:32]=[CH:31][C:5]([CH2:6][NH:7][C:8]([C:10]2[C:15]([O:16][CH2:17][C:18]3[CH:23]=[CH:22][CH:21]=[CH:20][CH:19]=3)=[C:14](SC)[CH:13]=[C:12]([C:26]3[O:27][CH:28]=[CH:29][CH:30]=3)[N:11]=2)=[O:9])=[CH:4][CH:3]=1.O[O:34][S:35]([O-:37])=O.[K+].[CH3:39]COC(C)=O. Product: [F:1][C:2]1[CH:32]=[CH:31][C:5]([CH2:6][NH:7][C:8]([C:10]2[C:15]([O:16][CH2:17][C:18]3[CH:23]=[CH:22][CH:21]=[CH:20][CH:19]=3)=[C:14]([S:35]([CH3:39])(=[O:37])=[O:34])[CH:13]=[C:12]([C:26]3[O:27][CH:28]=[CH:29][CH:30]=3)[N:11]=2)=[O:9])=[CH:4][CH:3]=1. The catalyst class is: 20. (3) Reactant: [OH:1][C@@H:2]1[C@H:6]2[O:7][CH2:8][C@:3]1([CH2:18][OH:19])[O:4][C@H:5]2[N:9]1[CH:17]=[C:15]([CH3:16])[C:13](=[O:14])[NH:12][C:10]1=[O:11].[CH3:20][O:21][C:22]1[CH:43]=[CH:42][C:25]([C:26](Cl)([C:35]2[CH:40]=[CH:39][CH:38]=[CH:37][CH:36]=2)[C:27]2[CH:32]=[CH:31][C:30]([O:33][CH3:34])=[CH:29][CH:28]=2)=[CH:24][CH:23]=1.C(=O)([O-])O.[Na+]. Product: [CH3:34][O:33][C:30]1[CH:29]=[CH:28][C:27]([C:26]([O:19][CH2:18][C@@:3]23[C@H:2]([OH:1])[C@@H:6]([O:7][CH2:8]2)[C@H:5]([N:9]2[CH:17]=[C:15]([CH3:16])[C:13](=[O:14])[NH:12][C:10]2=[O:11])[O:4]3)([C:35]2[CH:36]=[CH:37][CH:38]=[CH:39][CH:40]=2)[C:25]2[CH:42]=[CH:43][C:22]([O:21][CH3:20])=[CH:23][CH:24]=2)=[CH:32][CH:31]=1. The catalyst class is: 17. (4) Reactant: [CH3:1][C:2]1[C:3]([C:23]2[CH:28]=[CH:27][CH:26]=[CH:25][CH:24]=2)=[C:4]([O:14][C:15]2[CH:22]=[CH:21][C:18]([CH:19]=[O:20])=[CH:17][CH:16]=2)[C:5]2[C:10]([CH:11]=1)=[CH:9][C:8]([O:12][CH3:13])=[CH:7][CH:6]=2.S(=O)(=O)([OH:31])N.Cl([O-])=O.[Na+]. Product: [CH3:1][C:2]1[C:3]([C:23]2[CH:28]=[CH:27][CH:26]=[CH:25][CH:24]=2)=[C:4]([O:14][C:15]2[CH:22]=[CH:21][C:18]([C:19]([OH:31])=[O:20])=[CH:17][CH:16]=2)[C:5]2[C:10]([CH:11]=1)=[CH:9][C:8]([O:12][CH3:13])=[CH:7][CH:6]=2. The catalyst class is: 95. (5) Reactant: [CH3:1][C:2]1[N:3]=[CH:4][S:5][C:6]=1[CH:7]=O.[Br-].[CH3:10][CH:11]([CH3:34])[C:12](=[O:33])[CH2:13][As+](C1C=CC=CC=1)(C1C=CC=CC=1)C1C=CC=CC=1.C(=O)([O-])[O-].[K+].[K+].C(#N)C. Product: [CH3:10][CH:11]([CH3:34])[C:12](=[O:33])[CH:13]=[CH:7][C:6]1[S:5][CH:4]=[N:3][C:2]=1[CH3:1]. The catalyst class is: 6.